This data is from Full USPTO retrosynthesis dataset with 1.9M reactions from patents (1976-2016). The task is: Predict the reactants needed to synthesize the given product. (1) Given the product [CH3:10][N:1]1[C:9]2[C:4](=[CH:5][CH:6]=[CH:7][CH:8]=2)[CH:3]=[CH:2]1, predict the reactants needed to synthesize it. The reactants are: [NH:1]1[C:9]2[C:4](=[CH:5][CH:6]=[CH:7][CH:8]=2)[CH:3]=[CH:2]1.[C:10]([O-])(=O)C([O-])=O.CC(C)([O-])C.[K+].Cl. (2) Given the product [CH:1]([N:4]([CH3:8])[CH2:5][CH2:6][O:7][C:10]1[CH:19]=[C:18]2[C:13]([C:14](=[O:20])[NH:15][CH:16]=[N:17]2)=[CH:12][CH:11]=1)([CH3:3])[CH3:2], predict the reactants needed to synthesize it. The reactants are: [CH:1]([N:4]([CH3:8])[CH2:5][CH2:6][OH:7])([CH3:3])[CH3:2].F[C:10]1[CH:19]=[C:18]2[C:13]([C:14](=[O:20])[NH:15][CH:16]=[N:17]2)=[CH:12][CH:11]=1. (3) Given the product [CH3:1][O:2][C:3]1[CH:4]=[C:5]2[C:10](=[CH:11][C:12]=1[O:13][CH3:14])[N:9]=[CH:8][CH:7]=[C:6]2[O:15][C:16]1[CH:22]=[CH:21][C:19]([NH:20][C:43](=[O:49])[O:44][CH2:45][CH2:58][CH2:57][O:56][C:55]2[CH:61]=[CH:62][CH:63]=[C:53]([O:52][CH3:51])[CH:54]=2)=[C:18]([CH3:23])[C:17]=1[CH3:24], predict the reactants needed to synthesize it. The reactants are: [CH3:1][O:2][C:3]1[CH:4]=[C:5]2[C:10](=[CH:11][C:12]=1[O:13][CH3:14])[N:9]=[CH:8][CH:7]=[C:6]2[O:15][C:16]1[CH:22]=[CH:21][C:19]([NH2:20])=[C:18]([CH3:23])[C:17]=1[CH3:24].C1(C)C=CC=CC=1.C(N(CC)CC)C.ClC(Cl)(O[C:43](=[O:49])[O:44][C:45](Cl)(Cl)Cl)Cl.[CH3:51][O:52][C:53]1[CH:54]=[C:55]([CH:61]=[CH:62][CH:63]=1)[O:56][CH2:57][CH2:58]CO. (4) Given the product [F:29][C:23]1[CH:24]=[C:25]([F:28])[CH:26]=[CH:27][C:22]=1/[CH:21]=[C:20](\[CH3:30])/[CH2:19][N:18]([CH2:17][C@@H:9]1[CH2:10][C@H:11]2[C@H:16]([CH2:15][CH2:14][CH2:13][CH2:12]2)[NH:8]1)[C:44]([C:35]1[CH:34]=[C:33]([O:32][CH3:31])[C:38]2[O:39][C:40]([CH3:43])([CH3:42])[O:41][C:37]=2[CH:36]=1)=[O:45], predict the reactants needed to synthesize it. The reactants are: C(OC([N:8]1[C@@H:16]2[C@@H:11]([CH2:12][CH2:13][CH2:14][CH2:15]2)[CH2:10][C@H:9]1[CH2:17][NH:18][CH2:19][C:20]([CH3:30])=[CH:21][C:22]1[CH:27]=[CH:26][C:25]([F:28])=[CH:24][C:23]=1[F:29])=O)(C)(C)C.[CH3:31][O:32][C:33]1[C:38]2[O:39][C:40]([CH3:43])([CH3:42])[O:41][C:37]=2[CH:36]=[C:35]([C:44](O)=[O:45])[CH:34]=1.O.[Cl-].COC1N=C(OC)N=C([N+]2(C)CCOCC2)N=1. (5) The reactants are: [N:1]([CH2:4][CH2:5][CH2:6][OH:7])=[N+:2]=[N-:3].[H-].[Na+].[Na+].[I-].Cl[CH2:13][C:14]([O-:16])=[O:15].[Na+]. Given the product [N:1]([CH2:4][CH2:5][CH2:6][O:7][CH2:13][C:14]([OH:16])=[O:15])=[N+:2]=[N-:3], predict the reactants needed to synthesize it. (6) Given the product [CH2:1]([C@H:3]([NH:10][C:11]([C:13]1[C:22]2[C:17](=[CH:18][CH:19]=[CH:20][CH:21]=2)[N:16]=[C:15]([C:23]2[CH:28]=[CH:27][CH:26]=[CH:25][CH:24]=2)[C:14]=1[O:29][CH2:30][CH2:31][N:32]1[CH:41]=[CH:40][C:39]2[C:34](=[CH:35][CH:36]=[CH:37][CH:38]=2)[C:33]1=[O:43])=[O:12])[C:4]1[CH:9]=[CH:8][CH:7]=[CH:6][CH:5]=1)[CH3:2], predict the reactants needed to synthesize it. The reactants are: [CH2:1]([C@H:3]([NH:10][C:11]([C:13]1[C:22]2[C:17](=[CH:18][CH:19]=[CH:20][CH:21]=2)[N:16]=[C:15]([C:23]2[CH:28]=[CH:27][CH:26]=[CH:25][CH:24]=2)[C:14]=1[O:29][CH2:30][CH2:31][N:32]1[CH:41](O)[CH2:40][C:39]2[C:34](=[CH:35][CH:36]=[CH:37][CH:38]=2)[C:33]1=[O:43])=[O:12])[C:4]1[CH:9]=[CH:8][CH:7]=[CH:6][CH:5]=1)[CH3:2].CS(Cl)(=O)=O.C([O-])(O)=O.[Na+]. (7) The reactants are: [Cl:1][C:2]1[CH:7]=[CH:6][C:5]([CH2:8][C:9]#[N:10])=[C:4]([F:11])[CH:3]=1.[Cl:12][C:13]1[C:14]([F:21])=[C:15]([CH:18]=[CH:19][CH:20]=1)[CH:16]=O.[OH-].[Na+]. Given the product [Cl:12][C:13]1[C:14]([F:21])=[C:15](/[CH:16]=[C:8](/[C:5]2[CH:6]=[CH:7][C:2]([Cl:1])=[CH:3][C:4]=2[F:11])\[C:9]#[N:10])[CH:18]=[CH:19][CH:20]=1, predict the reactants needed to synthesize it.